This data is from Forward reaction prediction with 1.9M reactions from USPTO patents (1976-2016). The task is: Predict the product of the given reaction. (1) Given the reactants [N:1]1[CH:6]=[CH:5][CH:4]=[CH:3][C:2]=1[CH2:7][N:8]1[C:16]2[C:11](=[CH:12][C:13]([NH:17][C:18]3[C:27]4[C:26]([OH:28])=[CH:25][CH:24]=[CH:23][C:22]=4[N:21]=[CH:20][N:19]=3)=[CH:14][CH:15]=2)[CH:10]=[N:9]1.[C:29]([O:34][CH3:35])(=[O:33])[C@H:30]([CH3:32])O.C1(P(C2C=CC=CC=2)C2C=CC=CC=2)C=CC=CC=1, predict the reaction product. The product is: [N:1]1[CH:6]=[CH:5][CH:4]=[CH:3][C:2]=1[CH2:7][N:8]1[C:16]2[C:11](=[CH:12][C:13]([NH:17][C:18]3[C:27]4[C:22](=[CH:23][CH:24]=[CH:25][C:26]=4[O:28][C@H:30]([CH3:32])[C:29]([O:34][CH3:35])=[O:33])[N:21]=[CH:20][N:19]=3)=[CH:14][CH:15]=2)[CH:10]=[N:9]1. (2) Given the reactants [CH3:1][O:2][CH2:3][CH:4]([CH2:12][O:13][CH3:14])[O:5][C:6]1[CH:11]=[CH:10][CH:9]=[CH:8][CH:7]=1.[Cl:15][S:16](O)(=[O:18])=[O:17], predict the reaction product. The product is: [CH3:1][O:2][CH2:3][CH:4]([CH2:12][O:13][CH3:14])[O:5][C:6]1[CH:11]=[CH:10][C:9]([S:16]([Cl:15])(=[O:18])=[O:17])=[CH:8][CH:7]=1. (3) Given the reactants [CH:1]1([CH2:4][OH:5])[CH2:3][CH2:2]1.[H-].[Na+].[Cl:8][C:9]1[CH:10]=[C:11]2[C:19](=[C:20]([N+:23]([O-:25])=[O:24])[C:21]=1F)[NH:18][C:17]1[CH:16]=[N:15][CH:14]=[CH:13][C:12]2=1.O, predict the reaction product. The product is: [Cl:8][C:9]1[CH:10]=[C:11]2[C:19](=[C:20]([N+:23]([O-:25])=[O:24])[C:21]=1[O:5][CH2:4][CH:1]1[CH2:3][CH2:2]1)[NH:18][C:17]1[CH:16]=[N:15][CH:14]=[CH:13][C:12]2=1. (4) The product is: [NH2:35][CH2:34][CH2:33][CH:32]([N:8]1[CH2:9][CH2:10][CH:11]([CH:14]([O:15][C:16]2[CH:21]=[CH:20][CH:19]=[C:18]([CH3:22])[N:17]=2)[C:23]2[CH:28]=[CH:27][C:26]([C:29]#[N:30])=[CH:25][CH:24]=2)[CH2:12][CH2:13]1)[CH3:46]. Given the reactants C(OC([N:8]1[CH2:13][CH2:12][CH:11]([CH:14]([C:23]2[CH:28]=[CH:27][C:26]([C:29]#[N:30])=[CH:25][CH:24]=2)[O:15][C:16]2[CH:21]=[CH:20][CH:19]=[C:18]([CH3:22])[N:17]=2)[CH2:10][CH2:9]1)=O)(C)(C)C.O=[C:32]([CH3:46])[CH2:33][CH2:34][N:35]1C(=O)C2C(=CC=CC=2)C1=O, predict the reaction product.